From a dataset of Cav3 T-type calcium channel HTS with 100,875 compounds. Binary Classification. Given a drug SMILES string, predict its activity (active/inactive) in a high-throughput screening assay against a specified biological target. (1) The compound is o1nc(c2CCCCc12)C(=O)NCCc1cc(OC)c(OC)cc1. The result is 0 (inactive). (2) The drug is O=C1N(CCN2CCCCC2)c2c(C1=O)cccc2. The result is 0 (inactive). (3) The drug is FC(F)(OC(F)(F)F)C1(O)N(N=C(C1)C)C(=O)c1ccc(cc1)C. The result is 0 (inactive). (4) The drug is s1c(N2C(=O)C=CC2=O)c(c(c1C)C)C(OCC)=O. The result is 0 (inactive). (5) The compound is O=C(N1CCCc2c1cccc2)CCN1C(=O)c2c(C1=O)cccc2. The result is 0 (inactive). (6) The molecule is O1C(Cc2c1c(O)cc(O)c2)\C=C\C=C/C. The result is 0 (inactive). (7) The drug is S(c1n(c(nn1)Cc1n(ccc1)C)c1ccc(F)cc1)CC(=O)N. The result is 0 (inactive).